Dataset: Peptide-MHC class II binding affinity with 134,281 pairs from IEDB. Task: Regression. Given a peptide amino acid sequence and an MHC pseudo amino acid sequence, predict their binding affinity value. This is MHC class II binding data. The peptide sequence is IAAMMTSPLSVASMT. The MHC is H-2-IAb with pseudo-sequence H-2-IAb. The binding affinity (normalized) is 0.613.